Dataset: NCI-60 drug combinations with 297,098 pairs across 59 cell lines. Task: Regression. Given two drug SMILES strings and cell line genomic features, predict the synergy score measuring deviation from expected non-interaction effect. (1) Drug 1: CC1=C(C(CCC1)(C)C)C=CC(=CC=CC(=CC(=O)O)C)C. Drug 2: CS(=O)(=O)OCCCCOS(=O)(=O)C. Cell line: SK-MEL-28. Synergy scores: CSS=3.88, Synergy_ZIP=-0.235, Synergy_Bliss=0.440, Synergy_Loewe=0.430, Synergy_HSA=-1.05. (2) Drug 1: C1=NC2=C(N=C(N=C2N1C3C(C(C(O3)CO)O)F)Cl)N. Drug 2: C1=CC=C(C(=C1)C(C2=CC=C(C=C2)Cl)C(Cl)Cl)Cl. Cell line: HOP-62. Synergy scores: CSS=2.70, Synergy_ZIP=-1.15, Synergy_Bliss=-2.10, Synergy_Loewe=1.94, Synergy_HSA=-1.68. (3) Cell line: HCT116. Synergy scores: CSS=32.4, Synergy_ZIP=-4.10, Synergy_Bliss=-1.18, Synergy_Loewe=-14.0, Synergy_HSA=-1.12. Drug 1: C1CN1P(=S)(N2CC2)N3CC3. Drug 2: C1C(C(OC1N2C=C(C(=O)NC2=O)F)CO)O. (4) Drug 1: CCC1(CC2CC(C3=C(CCN(C2)C1)C4=CC=CC=C4N3)(C5=C(C=C6C(=C5)C78CCN9C7C(C=CC9)(C(C(C8N6C=O)(C(=O)OC)O)OC(=O)C)CC)OC)C(=O)OC)O.OS(=O)(=O)O. Drug 2: C1=NC2=C(N=C(N=C2N1C3C(C(C(O3)CO)O)F)Cl)N. Cell line: RXF 393. Synergy scores: CSS=4.15, Synergy_ZIP=-2.85, Synergy_Bliss=1.97, Synergy_Loewe=-10.0, Synergy_HSA=-1.63. (5) Drug 1: COC1=C(C=C2C(=C1)N=CN=C2NC3=CC(=C(C=C3)F)Cl)OCCCN4CCOCC4. Drug 2: C1C(C(OC1N2C=NC(=NC2=O)N)CO)O. Cell line: SK-OV-3. Synergy scores: CSS=38.4, Synergy_ZIP=-3.44, Synergy_Bliss=-0.152, Synergy_Loewe=-4.10, Synergy_HSA=-0.944. (6) Drug 1: COC1=CC(=CC(=C1O)OC)C2C3C(COC3=O)C(C4=CC5=C(C=C24)OCO5)OC6C(C(C7C(O6)COC(O7)C8=CC=CS8)O)O. Drug 2: CCN(CC)CCNC(=O)C1=C(NC(=C1C)C=C2C3=C(C=CC(=C3)F)NC2=O)C. Cell line: OVCAR-8. Synergy scores: CSS=27.8, Synergy_ZIP=1.88, Synergy_Bliss=2.93, Synergy_Loewe=-13.4, Synergy_HSA=0.894.